This data is from Reaction yield outcomes from USPTO patents with 853,638 reactions. The task is: Predict the reaction yield, written as a fraction of the theoretical maximum amount of product (1.0 means a 100% yield; for example, 0.34 means a 34% yield). (1) The reactants are [Br:1][C:2]1[CH:10]=[C:9]2[C:5]([CH2:6][C:7]3([CH2:27][CH2:26][CH:25]([O:28][CH3:29])[CH2:24][CH2:23]3)[C:8]2([NH:16][S:17]([C:19]([CH3:22])([CH3:21])[CH3:20])=[O:18])[C:11]([O:13][CH2:14][CH3:15])=C)=[CH:4][CH:3]=1.C([O-])([O-])=[O:31].[Cs+].[Cs+]. The catalyst is O1CCOCC1.Cl[Pd](Cl)([P](C1C=CC=CC=1)(C1C=CC=CC=1)C1C=CC=CC=1)[P](C1C=CC=CC=1)(C1C=CC=CC=1)C1C=CC=CC=1. The product is [Br:1][C:2]1[CH:10]=[C:9]2[C:5]([CH2:6][C:7]3([CH2:27][CH2:26][CH:25]([O:28][CH3:29])[CH2:24][CH2:23]3)[C:8]2([NH:16][S:17]([C:19]([CH3:21])([CH3:22])[CH3:20])=[O:18])[C:11]([O:13][CH2:14][CH3:15])=[O:31])=[CH:4][CH:3]=1. The yield is 0.300. (2) The reactants are [CH3:1][Si:2]([CH3:16])([CH3:15])[CH2:3][CH2:4][O:5][C:6]([N:8]1[CH2:13][CH2:12][C:11](=O)[CH2:10][CH2:9]1)=[O:7].C1C=CC(N([S:31]([C:34]([F:37])([F:36])[F:35])(=[O:33])=[O:32])[S:31]([C:34]([F:37])([F:36])[F:35])(=[O:33])=[O:32])=CC=1.C1C[O:41]CC1. No catalyst specified. The product is [CH3:1][Si:2]([CH3:16])([CH3:15])[CH2:3][CH2:4][O:5][C:6]([N:8]1[CH2:13][CH:12]=[CH:11][CH2:10][CH:9]1[O:32][S:31]([C:34]([F:37])([F:36])[F:35])(=[O:41])=[O:33])=[O:7]. The yield is 0.970. (3) The reactants are [F:1][C:2]([F:34])([F:33])[C:3]1[CH:8]=[CH:7][C:6](/[CH:9]=[CH:10]/[C:11]2[O:12][CH:13]=[C:14]([CH2:16][O:17][C:18]3[CH:23]=[CH:22][C:21]([CH2:24][CH2:25][CH2:26][CH2:27][N:28]4[CH:32]=[CH:31][N:30]=[N:29]4)=[CH:20][CH:19]=3)[N:15]=2)=[CH:5][CH:4]=1.O.[C:36]1([S:42]([OH:45])(=[O:44])=[O:43])[CH:41]=[CH:40][CH:39]=[CH:38][CH:37]=1. The yield is 0.780. The catalyst is C(OCC)(=O)C.O1CCCC1. The product is [C:36]1([S:42]([OH:45])(=[O:44])=[O:43])[CH:41]=[CH:40][CH:39]=[CH:38][CH:37]=1.[F:34][C:2]([F:1])([F:33])[C:3]1[CH:4]=[CH:5][C:6](/[CH:9]=[CH:10]/[C:11]2[O:12][CH:13]=[C:14]([CH2:16][O:17][C:18]3[CH:23]=[CH:22][C:21]([CH2:24][CH2:25][CH2:26][CH2:27][N:28]4[CH:32]=[CH:31][N:30]=[N:29]4)=[CH:20][CH:19]=3)[N:15]=2)=[CH:7][CH:8]=1. (4) The reactants are [OH:1][C:2]1[CH:3]=[C:4]([CH:7]=[CH:8][C:9]=1[N+:10]([O-:12])=[O:11])[CH:5]=O.[CH3:13][NH:14][CH3:15]. No catalyst specified. The product is [CH3:13][N:14]([CH2:5][C:4]1[CH:7]=[CH:8][C:9]([N+:10]([O-:12])=[O:11])=[C:2]([OH:1])[CH:3]=1)[CH3:15]. The yield is 0.430. (5) The reactants are [NH:1]1[C:5]2=[N:6][CH:7]=[CH:8][CH:9]=[C:4]2[CH:3]=[CH:2]1.[OH-].[Na+].[C:12]([O:16][C:17](=[O:36])[N:18]([CH2:28][C:29]1[CH:34]=[CH:33][C:32]([Cl:35])=[CH:31][CH:30]=1)[C:19]1[CH:24]=[CH:23][C:22]([CH:25]=[O:26])=[C:21]([Cl:27])[N:20]=1)([CH3:15])([CH3:14])[CH3:13].O. The catalyst is CO. The product is [C:12]([O:16][C:17](=[O:36])[N:18]([CH2:28][C:29]1[CH:34]=[CH:33][C:32]([Cl:35])=[CH:31][CH:30]=1)[C:19]1[CH:24]=[CH:23][C:22]([CH:25]([OH:26])[C:3]2[C:4]3[C:5](=[N:6][CH:7]=[CH:8][CH:9]=3)[NH:1][CH:2]=2)=[C:21]([Cl:27])[N:20]=1)([CH3:15])([CH3:13])[CH3:14]. The yield is 0.510.